Dataset: Catalyst prediction with 721,799 reactions and 888 catalyst types from USPTO. Task: Predict which catalyst facilitates the given reaction. (1) Reactant: [NH:1]1[CH2:4][CH:3]([C:5]2[NH:9][N:8]=[C:7]([C:10]3[CH:15]=[CH:14][CH:13]=[CH:12][N:11]=3)[N:6]=2)[CH2:2]1.C(N(CC)CC)C.[CH:23]([NH:26][C:27]1[N:32]2[CH:33]=[CH:34][N:35]=[C:31]2[N:30]=[C:29]([C:36]2[CH:43]=[CH:42][C:39]([CH:40]=O)=[CH:38][CH:37]=2)[C:28]=1[C:44]1[CH:49]=[CH:48][CH:47]=[CH:46][CH:45]=1)([CH3:25])[CH3:24].C(O)(=O)C.[BH-](OC(C)=O)(OC(C)=O)OC(C)=O.[Na+]. Product: [CH:23]([NH:26][C:27]1[N:32]2[CH:33]=[CH:34][N:35]=[C:31]2[N:30]=[C:29]([C:36]2[CH:43]=[CH:42][C:39]([CH2:40][N:1]3[CH2:4][CH:3]([C:5]4[N:6]=[C:7]([C:10]5[CH:15]=[CH:14][CH:13]=[CH:12][N:11]=5)[NH:8][N:9]=4)[CH2:2]3)=[CH:38][CH:37]=2)[C:28]=1[C:44]1[CH:49]=[CH:48][CH:47]=[CH:46][CH:45]=1)([CH3:25])[CH3:24]. The catalyst class is: 37. (2) Reactant: [CH2:1]([SH:8])[C:2]1[CH:7]=[CH:6][CH:5]=[CH:4][CH:3]=1.CC(C)([O-])C.[K+].O1CCCC1.Br[C:21]1[CH:26]=[CH:25][CH:24]=[C:23]([C:27]([CH3:30])([CH3:29])[CH3:28])[N:22]=1. Product: [CH2:1]([S:8][C:21]1[CH:26]=[CH:25][CH:24]=[C:23]([C:27]([CH3:30])([CH3:29])[CH3:28])[N:22]=1)[C:2]1[CH:7]=[CH:6][CH:5]=[CH:4][CH:3]=1. The catalyst class is: 35.